This data is from Peptide-MHC class II binding affinity with 134,281 pairs from IEDB. The task is: Regression. Given a peptide amino acid sequence and an MHC pseudo amino acid sequence, predict their binding affinity value. This is MHC class II binding data. (1) The peptide sequence is AFKPVLVDEGRKVAI. The MHC is DRB1_0404 with pseudo-sequence DRB1_0404. The binding affinity (normalized) is 0.264. (2) The peptide sequence is AATHQDIDFLIEEIE. The MHC is H-2-IAd with pseudo-sequence H-2-IAd. The binding affinity (normalized) is 0. (3) The peptide sequence is LTSYLGLTQPFLGLC. The MHC is HLA-DQA10501-DQB10402 with pseudo-sequence HLA-DQA10501-DQB10402. The binding affinity (normalized) is 0.476. (4) The peptide sequence is GELQIVDKIDAQFKI. The MHC is DRB1_0802 with pseudo-sequence DRB1_0802. The binding affinity (normalized) is 0.486. (5) The peptide sequence is YDKFLANVSTVLTGW. The MHC is DRB1_1602 with pseudo-sequence DRB1_1602. The binding affinity (normalized) is 0.772. (6) The peptide sequence is DSEEPLQGPFNFRFL. The MHC is HLA-DQA10401-DQB10402 with pseudo-sequence HLA-DQA10401-DQB10402. The binding affinity (normalized) is 0.104. (7) The peptide sequence is AGWLFHVRGARRSGD. The binding affinity (normalized) is 0.936. The MHC is DRB1_0301 with pseudo-sequence DRB1_0301. (8) The peptide sequence is LSLGLINSMKTSFSS. The MHC is DRB1_0101 with pseudo-sequence DRB1_0101. The binding affinity (normalized) is 0.881.